This data is from Peptide-MHC class I binding affinity with 185,985 pairs from IEDB/IMGT. The task is: Regression. Given a peptide amino acid sequence and an MHC pseudo amino acid sequence, predict their binding affinity value. This is MHC class I binding data. (1) The peptide sequence is PSLEYGANY. The MHC is HLA-A31:01 with pseudo-sequence HLA-A31:01. The binding affinity (normalized) is 0.148. (2) The peptide sequence is ALLFLMSFTI. The MHC is HLA-A02:03 with pseudo-sequence HLA-A02:03. The binding affinity (normalized) is 0.511.